From a dataset of NCI-60 drug combinations with 297,098 pairs across 59 cell lines. Regression. Given two drug SMILES strings and cell line genomic features, predict the synergy score measuring deviation from expected non-interaction effect. Drug 1: C1=C(C(=O)NC(=O)N1)N(CCCl)CCCl. Drug 2: CCN(CC)CCNC(=O)C1=C(NC(=C1C)C=C2C3=C(C=CC(=C3)F)NC2=O)C. Cell line: SW-620. Synergy scores: CSS=28.3, Synergy_ZIP=-2.80, Synergy_Bliss=1.38, Synergy_Loewe=-0.894, Synergy_HSA=0.0665.